From a dataset of Forward reaction prediction with 1.9M reactions from USPTO patents (1976-2016). Predict the product of the given reaction. (1) The product is: [CH3:11][O:10][C:6]1[C:3]([CH:4]=[O:5])=[C:2]([O:1][CH2:21][O:22][CH3:23])[CH:9]=[CH:8][CH:7]=1. Given the reactants [OH:1][C:2]1[CH:9]=[CH:8][CH:7]=[C:6]([O:10][CH3:11])[C:3]=1[CH:4]=[O:5].C(N(CC)C(C)C)(C)C.[CH3:21][O:22][CH2:23]Cl, predict the reaction product. (2) Given the reactants [CH3:1][O:2][C:3]1[C:8]([N+:9]([O-])=O)=[CH:7][CH:6]=[CH:5][C:4]=1[C:12]1[O:16][C:15]([CH3:17])=[C:14]([C:18]([OH:20])=[O:19])[CH:13]=1, predict the reaction product. The product is: [CH3:1][O:2][C:3]1[C:8]([NH2:9])=[CH:7][CH:6]=[CH:5][C:4]=1[C:12]1[O:16][C:15]([CH3:17])=[C:14]([C:18]([OH:20])=[O:19])[CH:13]=1. (3) The product is: [CH2:1]([O:3][C:4]([C:6]1[NH:7][C:8]2[C:13]([CH:14]=1)=[CH:12][C:11]([C:19]1[CH:20]=[CH:21][CH:22]=[CH:23][C:18]=1[O:17][CH3:16])=[CH:10][CH:9]=2)=[O:5])[CH3:2]. Given the reactants [CH2:1]([O:3][C:4]([C:6]1[NH:7][C:8]2[C:13]([CH:14]=1)=[CH:12][C:11](Br)=[CH:10][CH:9]=2)=[O:5])[CH3:2].[CH3:16][O:17][C:18]1[CH:23]=[CH:22][CH:21]=[CH:20][C:19]=1B(O)O.C([O-])([O-])=O.[Na+].[Na+].COCCOC.O.CCO, predict the reaction product.